From a dataset of NCI-60 drug combinations with 297,098 pairs across 59 cell lines. Regression. Given two drug SMILES strings and cell line genomic features, predict the synergy score measuring deviation from expected non-interaction effect. (1) Drug 1: CN1CCC(CC1)COC2=C(C=C3C(=C2)N=CN=C3NC4=C(C=C(C=C4)Br)F)OC. Drug 2: C(CC(=O)O)C(=O)CN.Cl. Cell line: IGROV1. Synergy scores: CSS=57.9, Synergy_ZIP=-2.45, Synergy_Bliss=-0.873, Synergy_Loewe=-28.7, Synergy_HSA=0.436. (2) Drug 1: CCC(=C(C1=CC=CC=C1)C2=CC=C(C=C2)OCCN(C)C)C3=CC=CC=C3.C(C(=O)O)C(CC(=O)O)(C(=O)O)O. Drug 2: CC12CCC3C(C1CCC2OP(=O)(O)O)CCC4=C3C=CC(=C4)OC(=O)N(CCCl)CCCl.[Na+]. Cell line: CCRF-CEM. Synergy scores: CSS=2.60, Synergy_ZIP=-3.34, Synergy_Bliss=-4.64, Synergy_Loewe=-3.38, Synergy_HSA=-3.23.